Dataset: Full USPTO retrosynthesis dataset with 1.9M reactions from patents (1976-2016). Task: Predict the reactants needed to synthesize the given product. (1) Given the product [Cl:1][C:2]1[CH:3]=[CH:4][C:5]([CH2:8][C:9]([C:11]2[CH:12]=[N:13][CH:14]=[CH:15][C:16]=2[C:17]([O:19][CH3:20])=[O:18])=[O:10])=[CH:6][CH:7]=1, predict the reactants needed to synthesize it. The reactants are: [Cl:1][C:2]1[CH:7]=[CH:6][C:5]([CH:8](C(OC(C)(C)C)=O)[C:9]([C:11]2[CH:12]=[N:13][CH:14]=[CH:15][C:16]=2[C:17]([O:19][CH3:20])=[O:18])=[O:10])=[CH:4][CH:3]=1.FC(F)(F)C(O)=O. (2) Given the product [F:36][C:26]([F:25])([F:35])[O:27][C:28]1[CH:29]=[CH:30][C:31]([S:34][Cl:40])=[CH:32][CH:33]=1, predict the reactants needed to synthesize it. The reactants are: C(C1C(O)=C(C(C)=C(SC2C=CC(OC)=CC=2)C=1)C(O)=O)(C)(C)C.[F:25][C:26]([F:36])([F:35])[O:27][C:28]1[CH:33]=[CH:32][C:31]([SH:34])=[CH:30][CH:29]=1.S(Cl)([Cl:40])(=O)=O.ClN1C(=O)CCC1=O. (3) Given the product [Br:16][C:17]1[CH:22]=[C:21]([F:23])[CH:20]=[CH:19][C:18]=1[C:24]1([CH3:1])[CH2:26][CH2:25]1, predict the reactants needed to synthesize it. The reactants are: [CH2:1]([Zn]CC)C.FC(F)(F)C(O)=O.ICI.[Br:16][C:17]1[CH:22]=[C:21]([F:23])[CH:20]=[CH:19][C:18]=1[C:24]([CH3:26])=[CH2:25].Cl. (4) The reactants are: [Br:1][CH2:2][C:3]([NH:5][C:6]1[CH:11]=[N:10][CH:9]=[CH:8][N:7]=1)=[O:4].[N:12]12[CH2:19][CH2:18][CH:15]([CH2:16][CH2:17]1)[C@@H:14]([O:20][C:21](=[O:34])[C:22]([OH:33])([C:28]1[S:29][CH:30]=[CH:31][CH:32]=1)[C:23]1[S:24][CH:25]=[CH:26][CH:27]=1)[CH2:13]2. Given the product [Br-:1].[OH:33][C:22]([C:23]1[S:24][CH:25]=[CH:26][CH:27]=1)([C:28]1[S:29][CH:30]=[CH:31][CH:32]=1)[C:21]([O:20][C@@H:14]1[CH:15]2[CH2:18][CH2:19][N+:12]([CH2:2][C:3](=[O:4])[NH:5][C:6]3[CH:11]=[N:10][CH:9]=[CH:8][N:7]=3)([CH2:17][CH2:16]2)[CH2:13]1)=[O:34], predict the reactants needed to synthesize it. (5) Given the product [CH3:8][N:7]1[C:6]2[C:9]([N:13]3[CH2:14][CH2:15][N:16]([C:19]([O:21][C:22]([CH3:25])([CH3:23])[CH3:24])=[O:20])[CH2:17][CH2:18]3)=[CH:10][CH:11]=[CH:12][C:5]=2[N:4]=[C:3]1[CH2:1][N:27]([CH3:26])[C@@H:28]1[C:37]2[N:36]=[CH:35][CH:34]=[CH:33][C:32]=2[CH2:31][CH2:30][CH2:29]1, predict the reactants needed to synthesize it. The reactants are: [CH:1]([C:3]1[N:7]([CH3:8])[C:6]2[C:9]([N:13]3[CH2:18][CH2:17][N:16]([C:19]([O:21][C:22]([CH3:25])([CH3:24])[CH3:23])=[O:20])[CH2:15][CH2:14]3)=[CH:10][CH:11]=[CH:12][C:5]=2[N:4]=1)=O.[CH3:26][NH:27][C@@H:28]1[C:37]2[N:36]=[CH:35][CH:34]=[CH:33][C:32]=2[CH2:31][CH2:30][CH2:29]1.C(O)(=O)C.C(O[BH-](OC(=O)C)OC(=O)C)(=O)C.[Na+]. (6) The reactants are: Cl[C:2]1[N:7]=[C:6]([NH:8][CH:9]2[CH2:17][CH:16]3[N:12]([CH2:13][CH2:14][CH2:15]3)[C:11]([CH3:19])([CH3:18])[CH2:10]2)[C:5]([F:20])=[CH:4][N:3]=1.[CH3:21][C:22]1([CH3:37])[O:27][C:26]2[C:28](F)=[CH:29][C:30]([NH2:32])=[CH:31][C:25]=2[N:24]2[N:34]=[N:35][N:36]=[C:23]12.Cl. Given the product [CH3:21][C:22]1([CH3:37])[O:27][C:26]2[CH:28]=[CH:29][C:30]([NH:32][C:2]3[N:7]=[C:6]([NH:8][CH:9]4[CH2:17][CH:16]5[N:12]([CH2:13][CH2:14][CH2:15]5)[C:11]([CH3:19])([CH3:18])[CH2:10]4)[C:5]([F:20])=[CH:4][N:3]=3)=[CH:31][C:25]=2[N:24]2[N:34]=[N:35][N:36]=[C:23]12, predict the reactants needed to synthesize it. (7) Given the product [Cl:10][C:3]1[CH:4]=[C:5]([C:6]#[N:7])[CH:8]=[CH:9][C:2]=1[CH2:18][C:17]([O:16][C:12]([CH3:15])([CH3:14])[CH3:13])=[O:20], predict the reactants needed to synthesize it. The reactants are: Br[C:2]1[CH:9]=[CH:8][C:5]([C:6]#[N:7])=[CH:4][C:3]=1[Cl:10].[Cl-].[C:12]([O:16][C:17](=[O:20])[CH2:18][Zn+])([CH3:15])([CH3:14])[CH3:13].C1(P(C2CCCCC2)C2C=CC=CC=2C2C(N(C)C)=CC=CC=2)CCCCC1.